Dataset: Catalyst prediction with 721,799 reactions and 888 catalyst types from USPTO. Task: Predict which catalyst facilitates the given reaction. (1) Reactant: [F:1][C:2]1[CH:7]=[CH:6][C:5]([F:8])=[CH:4][C:3]=1[CH:9]([S:20]([C:23]1[CH:28]=[CH:27][C:26]([F:29])=[CH:25][CH:24]=1)(=[O:22])=[O:21])[C:10]1[C:11]([CH3:19])=[CH:12][C:13]([C:16](O)=[O:17])=[N:14][CH:15]=1.[NH2:30][CH2:31][CH2:32][NH:33][C:34](=[O:40])[O:35][C:36]([CH3:39])([CH3:38])[CH3:37].ON1C2C=CC=CC=2N=N1.Cl.C(N=C=NCCCN(C)C)C.CN1CCOCC1. Product: [F:1][C:2]1[CH:7]=[CH:6][C:5]([F:8])=[CH:4][C:3]=1[CH:9]([S:20]([C:23]1[CH:24]=[CH:25][C:26]([F:29])=[CH:27][CH:28]=1)(=[O:21])=[O:22])[C:10]1[C:11]([CH3:19])=[CH:12][C:13]([C:16]([NH:30][CH2:31][CH2:32][NH:33][C:34](=[O:40])[O:35][C:36]([CH3:38])([CH3:37])[CH3:39])=[O:17])=[N:14][CH:15]=1. The catalyst class is: 124. (2) Reactant: [Cl:1][C:2]1[C:7]([C:8]([NH2:10])=[O:9])=[C:6]([F:11])[C:5]([CH2:12][NH:13][C:14](=[O:19])[C:15]([CH3:18])([CH3:17])[CH3:16])=[CH:4][CH:3]=1.C(Cl)(=O)[C:21](Cl)=[O:22]. Product: [Cl:1][C:2]1[C:7]([C:8]([N:10]=[C:21]=[O:22])=[O:9])=[C:6]([F:11])[C:5]([CH2:12][NH:13][C:14](=[O:19])[C:15]([CH3:16])([CH3:18])[CH3:17])=[CH:4][CH:3]=1. The catalyst class is: 344. (3) Reactant: [F:1][C:2]([F:34])([F:33])[O:3][C:4]1[CH:9]=[CH:8][C:7]([C:10]2[O:14][N:13]=[C:12]([C:15]3[CH:23]=[CH:22][C:21]4[NH:20][C:19]5[CH:24]([CH2:27][C:28]([O:30]CC)=[O:29])[CH2:25][CH2:26][C:18]=5[C:17]=4[CH:16]=3)[N:11]=2)=[CH:6][CH:5]=1.C(N(CC)CC)C.[Br-].[Li+]. Product: [F:34][C:2]([F:1])([F:33])[O:3][C:4]1[CH:5]=[CH:6][C:7]([C:10]2[O:14][N:13]=[C:12]([C:15]3[CH:23]=[CH:22][C:21]4[NH:20][C:19]5[CH:24]([CH2:27][C:28]([OH:30])=[O:29])[CH2:25][CH2:26][C:18]=5[C:17]=4[CH:16]=3)[N:11]=2)=[CH:8][CH:9]=1. The catalyst class is: 192. (4) Reactant: [CH3:1][O:2][C:3]([C:5]1[CH:9]=[C:8]([CH:10]=[O:11])[S:7][C:6]=1[NH:12][C:13](=[O:24])[C:14]1[CH:19]=[CH:18][C:17]([O:20][CH3:21])=[C:16]([O:22][CH3:23])[CH:15]=1)=[O:4].[BH4-].[Na+]. Product: [CH3:1][O:2][C:3]([C:5]1[CH:9]=[C:8]([CH2:10][OH:11])[S:7][C:6]=1[NH:12][C:13](=[O:24])[C:14]1[CH:19]=[CH:18][C:17]([O:20][CH3:21])=[C:16]([O:22][CH3:23])[CH:15]=1)=[O:4]. The catalyst class is: 213. (5) Reactant: [C:1]1(=[O:11])[C:10]2[C:5](=[CH:6][CH:7]=[CH:8][CH:9]=2)[CH2:4][CH2:3][CH2:2]1.[N-:12]=[N+]=[N-].[Na+].[S:16](=[O:20])(=[O:19])([OH:18])[OH:17]. Product: [S:16]([OH:20])([OH:19])(=[O:18])=[O:17].[NH:12]1[C:1](=[O:11])[CH2:2][CH2:3][CH2:4][C:5]2[CH:6]=[CH:7][CH:8]=[CH:9][C:10]1=2. The catalyst class is: 48.